From a dataset of Reaction yield outcomes from USPTO patents with 853,638 reactions. Predict the reaction yield, written as a fraction of the theoretical maximum amount of product (1.0 means a 100% yield; for example, 0.34 means a 34% yield). The reactants are [CH2:1]([NH:8][CH:9]([C:14]1[CH:19]=[CH:18][CH:17]=[CH:16][CH:15]=1)[C:10]([O:12][CH3:13])=[O:11])[C:2]1[CH:7]=[CH:6][CH:5]=[CH:4][CH:3]=1.N1C=CC=CC=1.[N+:26]([C:29]1[CH:37]=[CH:36][C:32]([C:33](Cl)=[O:34])=[CH:31][CH:30]=1)([O-:28])=[O:27]. The catalyst is ClCCl. The product is [CH2:1]([N:8]([CH:9]([C:14]1[CH:19]=[CH:18][CH:17]=[CH:16][CH:15]=1)[C:10]([O:12][CH3:13])=[O:11])[C:33](=[O:34])[C:32]1[CH:31]=[CH:30][C:29]([N+:26]([O-:28])=[O:27])=[CH:37][CH:36]=1)[C:2]1[CH:3]=[CH:4][CH:5]=[CH:6][CH:7]=1. The yield is 0.960.